Dataset: Peptide-MHC class II binding affinity with 134,281 pairs from IEDB. Task: Regression. Given a peptide amino acid sequence and an MHC pseudo amino acid sequence, predict their binding affinity value. This is MHC class II binding data. (1) The binding affinity (normalized) is 0.607. The MHC is H-2-IEd with pseudo-sequence H-2-IEd. The peptide sequence is EALIHQLKINPYVLS. (2) The peptide sequence is AMRDMAGRFEVHAQT. The MHC is HLA-DPA10103-DPB10201 with pseudo-sequence HLA-DPA10103-DPB10201. The binding affinity (normalized) is 0.270.